From a dataset of Forward reaction prediction with 1.9M reactions from USPTO patents (1976-2016). Predict the product of the given reaction. (1) Given the reactants C[Al](C)C.[CH2:5]([NH2:8])[CH2:6][NH2:7].C(O[C:12](=O)[CH2:13][N:14]([C:16]1[CH:21]=[CH:20][CH:19]=[C:18]([Cl:22])[CH:17]=1)[CH3:15])C, predict the reaction product. The product is: [Cl:22][C:18]1[CH:17]=[C:16]([N:14]([CH2:13][C:12]2[NH:7][CH2:6][CH2:5][N:8]=2)[CH3:15])[CH:21]=[CH:20][CH:19]=1. (2) Given the reactants C(C1C=CC(C(NC2C=CC(C3SC(CCC(O)=O)=NC=3)=CC=2)=O)=CC=1)(C)(C)C.[Cl:30][C:31]1[CH:60]=[CH:59][CH:58]=[CH:57][C:32]=1[C:33]([NH:35][C:36]1[CH:41]=[CH:40][C:39]([C:42]2[O:46][C:45]([CH:47]3[CH2:52][CH2:51][CH:50]([C:53]([O:55]C)=[O:54])[CH2:49][CH2:48]3)=[N:44][CH:43]=2)=[CH:38][CH:37]=1)=[O:34], predict the reaction product. The product is: [Cl:30][C:31]1[CH:60]=[CH:59][CH:58]=[CH:57][C:32]=1[C:33]([NH:35][C:36]1[CH:37]=[CH:38][C:39]([C:42]2[O:46][C:45]([CH:47]3[CH2:48][CH2:49][CH:50]([C:53]([OH:55])=[O:54])[CH2:51][CH2:52]3)=[N:44][CH:43]=2)=[CH:40][CH:41]=1)=[O:34]. (3) Given the reactants [F:1][C:2]1[CH:7]=[CH:6][C:5]([CH:8]2[CH2:13][CH2:12][N:11]([C:14]([C:16]3[CH:17]=[N:18][C:19]([Cl:24])=[C:20]([Cl:23])[C:21]=3Cl)=[O:15])[CH2:10][CH2:9]2)=[CH:4][CH:3]=1.[NH2:25][C:26]1[C:27]([CH3:32])=[CH:28][CH:29]=[CH:30][CH:31]=1, predict the reaction product. The product is: [Cl:23][C:20]1[C:21]([NH:25][C:26]2[CH:31]=[CH:30][CH:29]=[CH:28][C:27]=2[CH3:32])=[C:16]([C:14]([N:11]2[CH2:12][CH2:13][CH:8]([C:5]3[CH:6]=[CH:7][C:2]([F:1])=[CH:3][CH:4]=3)[CH2:9][CH2:10]2)=[O:15])[CH:17]=[N:18][C:19]=1[Cl:24]. (4) Given the reactants [NH2:1][C:2]1[CH:7]=[CH:6][C:5]([C:8]([OH:13])([CH2:11][OH:12])[CH2:9][OH:10])=[CH:4][CH:3]=1.C([O-])(O)=O.[Na+].Cl[C:20]([O:22][C:23]1[CH:28]=[CH:27][CH:26]=[CH:25][CH:24]=1)=[O:21], predict the reaction product. The product is: [OH:10][CH2:9][C:8]([C:5]1[CH:4]=[CH:3][C:2]([NH:1][C:20](=[O:21])[O:22][C:23]2[CH:28]=[CH:27][CH:26]=[CH:25][CH:24]=2)=[CH:7][CH:6]=1)([OH:13])[CH2:11][OH:12]. (5) Given the reactants [P:1]([O-:5])([OH:4])([OH:3])=[O:2].[Cs+:6].[N:7]1[C:11]2[CH:12]=[CH:13][CH:14]=[CH:15][C:10]=2[NH:9][CH:8]=1, predict the reaction product. The product is: [N:7]1[C:11]2[CH:12]=[CH:13][CH:14]=[CH:15][C:10]=2[NH:9][CH:8]=1.[P:1]([O-:5])([OH:4])([OH:3])=[O:2].[Cs+:6]. (6) Given the reactants [NH:1]1[C:9]2[C:4](=[CH:5][C:6]([C:10]([OH:12])=O)=[CH:7][CH:8]=2)[CH:3]=[CH:2]1.CCN=C=NCCCN(C)C.C1C=C2N=NN(O)C2=CC=1.O.[C:35]([O:39][C:40]([N:42]1[CH2:47][CH2:46][NH:45][CH2:44][CH2:43]1)=[O:41])([CH3:38])([CH3:37])[CH3:36], predict the reaction product. The product is: [C:35]([O:39][C:40]([N:42]1[CH2:47][CH2:46][N:45]([C:10]([C:6]2[CH:5]=[C:4]3[C:9](=[CH:8][CH:7]=2)[NH:1][CH:2]=[CH:3]3)=[O:12])[CH2:44][CH2:43]1)=[O:41])([CH3:38])([CH3:36])[CH3:37].